From a dataset of Peptide-MHC class I binding affinity with 185,985 pairs from IEDB/IMGT. Regression. Given a peptide amino acid sequence and an MHC pseudo amino acid sequence, predict their binding affinity value. This is MHC class I binding data. The peptide sequence is KARCNHLTK. The MHC is HLA-A30:01 with pseudo-sequence HLA-A30:01. The binding affinity (normalized) is 1.00.